From a dataset of Catalyst prediction with 721,799 reactions and 888 catalyst types from USPTO. Predict which catalyst facilitates the given reaction. Reactant: [NH:1]1[C:9]2[C:4](=[CH:5][CH:6]=[CH:7][CH:8]=2)[CH:3]=[C:2]1[CH2:10][CH2:11][N:12]([CH2:36][CH2:37][O:38][Si](C(C)(C)C)(C)C)[C:13]([N:15]1[CH2:20][CH2:19][CH:18]([CH2:21][CH2:22][NH:23][C:24](=[O:35])[CH2:25][O:26][CH2:27][C:28]2[CH:33]=[CH:32][C:31]([F:34])=[CH:30][CH:29]=2)[CH2:17][CH2:16]1)=[O:14].[F-].C([N+](CCCC)(CCCC)CCCC)CCC. Product: [NH:1]1[C:9]2[C:4](=[CH:5][CH:6]=[CH:7][CH:8]=2)[CH:3]=[C:2]1[CH2:10][CH2:11][N:12]([CH2:36][CH2:37][OH:38])[C:13]([N:15]1[CH2:20][CH2:19][CH:18]([CH2:21][CH2:22][NH:23][C:24](=[O:35])[CH2:25][O:26][CH2:27][C:28]2[CH:29]=[CH:30][C:31]([F:34])=[CH:32][CH:33]=2)[CH2:17][CH2:16]1)=[O:14]. The catalyst class is: 1.